Dataset: Forward reaction prediction with 1.9M reactions from USPTO patents (1976-2016). Task: Predict the product of the given reaction. (1) Given the reactants [Br:1][C:2]1[C:6]2[CH:7]=[N:8][CH:9]=[CH:10][C:5]=2[NH:4][N:3]=1.[H-].[Na+].[Cl:13][C:14]1[CH:19]=[CH:18][CH:17]=[CH:16][C:15]=1[S:20](Cl)(=[O:22])=[O:21], predict the reaction product. The product is: [Br:1][C:2]1[C:6]2[CH:7]=[N:8][CH:9]=[CH:10][C:5]=2[N:4]([S:20]([C:15]2[CH:16]=[CH:17][CH:18]=[CH:19][C:14]=2[Cl:13])(=[O:22])=[O:21])[N:3]=1. (2) Given the reactants [F:1][C:2]1[CH:7]=[CH:6][C:5](B(O)O)=[CH:4][CH:3]=1.Cl[C:12]1[CH:13]=[C:14]([CH:20]=[CH:21][N:22]=1)[C:15]([O:17][CH2:18][CH3:19])=[O:16], predict the reaction product. The product is: [F:1][C:2]1[CH:7]=[CH:6][C:5]([C:12]2[CH:13]=[C:14]([CH:20]=[CH:21][N:22]=2)[C:15]([O:17][CH2:18][CH3:19])=[O:16])=[CH:4][CH:3]=1. (3) Given the reactants Br[CH2:2][CH2:3][CH2:4][NH:5][C:6](=[O:20])[CH:7]([C:14]1[CH:19]=[CH:18][CH:17]=[CH:16][CH:15]=1)[C:8]1[CH:13]=[CH:12][CH:11]=[CH:10][CH:9]=1.[NH:21]1[CH2:26][CH2:25][CH:24]([C:27]2[CH:32]=[CH:31][C:30]([NH:33][C:34](=[O:38])[CH2:35][CH2:36][CH3:37])=[CH:29][CH:28]=2)[CH2:23][CH2:22]1, predict the reaction product. The product is: [C:8]1([CH:7]([C:14]2[CH:19]=[CH:18][CH:17]=[CH:16][CH:15]=2)[C:6]([NH:5][CH2:4][CH2:3][CH2:2][N:21]2[CH2:26][CH2:25][CH:24]([C:27]3[CH:32]=[CH:31][C:30]([NH:33][C:34](=[O:38])[CH2:35][CH2:36][CH3:37])=[CH:29][CH:28]=3)[CH2:23][CH2:22]2)=[O:20])[CH:13]=[CH:12][CH:11]=[CH:10][CH:9]=1. (4) Given the reactants [F:1][C:2]1[CH:36]=[CH:35][CH:34]=[C:33]([F:37])[C:3]=1[CH2:4][N:5]1[C:13](=[O:14])[N:12](C(OC(C)(C)C)=O)[C:11]2[C:6]1=[N:7][C:8]([N:22]1[C:26]3[CH:27]=[C:28]([C:31]#[N:32])[CH:29]=[CH:30][C:25]=3[N:24]=[CH:23]1)=[N:9][CH:10]=2, predict the reaction product. The product is: [F:37][C:33]1[CH:34]=[CH:35][CH:36]=[C:2]([F:1])[C:3]=1[CH2:4][N:5]1[C:13](=[O:14])[NH:12][C:11]2[C:6]1=[N:7][C:8]([N:22]1[C:26]3[CH:27]=[C:28]([C:31]#[N:32])[CH:29]=[CH:30][C:25]=3[N:24]=[CH:23]1)=[N:9][CH:10]=2. (5) Given the reactants [CH2:1]([O:3][C:4]([C:6]1[C:10]2[N:11]=[CH:12][N:13]=[C:14](Cl)[C:9]=2[NH:8][CH:7]=1)=[O:5])[CH3:2].[CH:16]1([CH2:19][O:20][C:21]2[CH:26]=[CH:25][C:24]([CH3:27])=[CH:23][C:22]=2B2OC(C)(C)C(C)(C)O2)[CH2:18][CH2:17]1, predict the reaction product. The product is: [CH2:1]([O:3][C:4]([C:6]1[C:10]2[N:11]=[CH:12][N:13]=[C:14]([C:26]3[CH:25]=[C:24]([CH3:27])[CH:23]=[CH:22][C:21]=3[O:20][CH2:19][CH:16]3[CH2:18][CH2:17]3)[C:9]=2[NH:8][CH:7]=1)=[O:5])[CH3:2]. (6) Given the reactants [C:1]([O:5][C:6]([N:8]1[C@H:13]([CH2:14][NH2:15])[CH2:12][C@H:11]2[C@@H:9]1[CH2:10]2)=[O:7])([CH3:4])([CH3:3])[CH3:2].[CH3:16][C:17]1[C:21]([C:22](O)=[O:23])=[C:20]([CH3:25])[O:19][N:18]=1, predict the reaction product. The product is: [C:1]([O:5][C:6]([N:8]1[C@H:13]([CH2:14][NH:15][C:22]([C:21]2[C:17]([CH3:16])=[N:18][O:19][C:20]=2[CH3:25])=[O:23])[CH2:12][C@H:11]2[C@@H:9]1[CH2:10]2)=[O:7])([CH3:4])([CH3:3])[CH3:2].